The task is: Predict the product of the given reaction.. This data is from Forward reaction prediction with 1.9M reactions from USPTO patents (1976-2016). (1) Given the reactants [Cl:1][C:2]1[CH:7]=[C:6]([NH:8][C:9](=[O:24])[CH2:10][C:11]([NH:13][C:14]2[CH:19]=[CH:18][CH:17]=[C:16]([C:20]([F:23])([F:22])[F:21])[CH:15]=2)=[O:12])[CH:5]=[CH:4][N:3]=1.[Br:25][C:26]1[CH:27]=[C:28]([CH:31]=[C:32]([O:36][CH3:37])[C:33]=1[O:34][CH3:35])[CH:29]=O, predict the reaction product. The product is: [Br:25][C:26]1[CH:27]=[C:28]([CH:31]=[C:32]([O:36][CH3:37])[C:33]=1[O:34][CH3:35])/[CH:29]=[C:10](/[C:11]([NH:13][C:14]1[CH:19]=[CH:18][CH:17]=[C:16]([C:20]([F:22])([F:23])[F:21])[CH:15]=1)=[O:12])\[C:9]([NH:8][C:6]1[CH:5]=[CH:4][N:3]=[C:2]([Cl:1])[CH:7]=1)=[O:24]. (2) Given the reactants I[C:2]1[C:3]([NH:10][C@H:11]2[C@@H:15]3[O:16][C:17]([CH3:20])([CH3:19])[O:18][C@@H:14]3[C@@H:13]([CH2:21][OH:22])[CH2:12]2)=[N:4][C:5]([S:8][CH3:9])=[N:6][CH:7]=1.P([O-])([O-])([O-])=O.[K+].[K+].[K+].[NH:31]1[CH:35]=[CH:34][CH:33]=[N:32]1.CN[C@@H]1CCCC[C@H]1NC, predict the reaction product. The product is: [CH3:19][C:17]1([CH3:20])[O:16][C@H:15]2[C@H:11]([NH:10][C:3]3[C:2]([N:31]4[CH:35]=[CH:34][CH:33]=[N:32]4)=[CH:7][N:6]=[C:5]([S:8][CH3:9])[N:4]=3)[CH2:12][C@H:13]([CH2:21][OH:22])[C@H:14]2[O:18]1. (3) Given the reactants O1[CH2:3][CH:2]1[CH:4]([CH3:27])[CH2:5][S:6]([C:9]1[CH:26]=[CH:25][C:12]([O:13][C:14]2[CH:19]=[CH:18][C:17]([CH2:20][C:21]([O:23][CH3:24])=[O:22])=[CH:16][CH:15]=2)=[CH:11][CH:10]=1)(=[O:8])=[O:7].NC(N)=[S:30], predict the reaction product. The product is: [S:30]1[CH2:3][CH:2]1[CH:4]([CH3:27])[CH2:5][S:6]([C:9]1[CH:26]=[CH:25][C:12]([O:13][C:14]2[CH:19]=[CH:18][C:17]([CH2:20][C:21]([O:23][CH3:24])=[O:22])=[CH:16][CH:15]=2)=[CH:11][CH:10]=1)(=[O:8])=[O:7]. (4) Given the reactants [CH3:1][CH:2]([CH3:44])[CH2:3][C@@H:4]([O:36][CH2:37][C:38]1[CH:43]=[CH:42][CH:41]=[CH:40][CH:39]=1)[C@@H:5]([C:32]([O:34]C)=[O:33])[NH:6][C:7]([C:9]1[C:18]([NH:19][C:20]([NH:22][C:23]2[C:28]([CH3:29])=[CH:27][C:26]([CH3:30])=[CH:25][C:24]=2[CH3:31])=[O:21])=[CH:17][C:16]2[C:11](=[CH:12][CH:13]=[CH:14][CH:15]=2)[CH:10]=1)=[O:8].CC1C=C(C)C=C(C)C=1NC(NC1C(C(N[C@@H](C(OC)=O)C(C)C)=O)=CC2C(C=1)=CC=CC=2)=O.Cl, predict the reaction product. The product is: [CH3:1][CH:2]([CH3:44])[CH2:3][C@@H:4]([O:36][CH2:37][C:38]1[CH:39]=[CH:40][CH:41]=[CH:42][CH:43]=1)[C@@H:5]([C:32]([OH:34])=[O:33])[NH:6][C:7]([C:9]1[C:18]([NH:19][C:20]([NH:22][C:23]2[C:24]([CH3:31])=[CH:25][C:26]([CH3:30])=[CH:27][C:28]=2[CH3:29])=[O:21])=[CH:17][C:16]2[C:11](=[CH:12][CH:13]=[CH:14][CH:15]=2)[CH:10]=1)=[O:8]. (5) Given the reactants [Cl:1][C:2]1[CH:7]=[CH:6][C:5]([C:8]#[CH:9])=[CH:4][CH:3]=1.[Cl:10][C:11]1[CH:16]=[C:15]([Cl:17])[CH:14]=[CH:13][C:12]=1I.C(NC(C)C)(C)C, predict the reaction product. The product is: [Cl:10][C:11]1[CH:16]=[C:15]([Cl:17])[CH:14]=[CH:13][C:12]=1[C:9]#[C:8][C:5]1[CH:6]=[CH:7][C:2]([Cl:1])=[CH:3][CH:4]=1. (6) Given the reactants [CH3:1][O:2][CH2:3][C:4](=[O:25])[CH2:5][S:6]([C:9]1[CH:14]=[CH:13][C:12]([C:15]2[CH:20]=[CH:19][C:18]([C:21]([F:24])([F:23])[F:22])=[CH:17][CH:16]=2)=[CH:11][CH:10]=1)(=[O:8])=[O:7].[BH4-].[Na+].O, predict the reaction product. The product is: [CH3:1][O:2][CH2:3][CH:4]([OH:25])[CH2:5][S:6]([C:9]1[CH:10]=[CH:11][C:12]([C:15]2[CH:20]=[CH:19][C:18]([C:21]([F:22])([F:23])[F:24])=[CH:17][CH:16]=2)=[CH:13][CH:14]=1)(=[O:7])=[O:8]. (7) Given the reactants [C@@H:1]1([N:10]2[CH:17]=[CH:16][C:14]([NH2:15])=[N:13][C:11]2=[O:12])[O:9][C@H:6]([CH2:7][OH:8])[C@@H:4]([OH:5])[C@H:2]1[OH:3].[C:18](O[C:18](=[O:25])[C:19]1[CH:24]=[CH:23][CH:22]=[CH:21][CH:20]=1)(=[O:25])[C:19]1[CH:24]=[CH:23][CH:22]=[CH:21][CH:20]=1.O, predict the reaction product. The product is: [C:18]([NH:15][C:14]1[CH:16]=[CH:17][N:10]([C@@H:1]2[O:9][C@H:6]([CH2:7][OH:8])[C@@H:4]([OH:5])[C@H:2]2[OH:3])[C:11](=[O:12])[N:13]=1)(=[O:25])[C:19]1[CH:24]=[CH:23][CH:22]=[CH:21][CH:20]=1.